From a dataset of Hepatocyte clearance measurements from AstraZeneca. Regression/Classification. Given a drug SMILES string, predict its absorption, distribution, metabolism, or excretion properties. Task type varies by dataset: regression for continuous measurements (e.g., permeability, clearance, half-life) or binary classification for categorical outcomes (e.g., BBB penetration, CYP inhibition). For this dataset (clearance_hepatocyte_az), we predict log10(clearance) (log10 of the in vitro intrinsic clearance, CLint, in uL/min per 10^6 hepatocytes; values are censored to the assay range of 3 to 150, which is 0.477 to 2.18 on this log10 scale). The molecule is Cc1ccc(C[C@@H](C(=O)O)N2CCC(CN3CCC(Oc4ccc(Cl)c(Cl)c4)CC3)CC2)cc1. The log10(clearance) is 0.480.